Task: Regression. Given a peptide amino acid sequence and an MHC pseudo amino acid sequence, predict their binding affinity value. This is MHC class I binding data.. Dataset: Peptide-MHC class I binding affinity with 185,985 pairs from IEDB/IMGT (1) The peptide sequence is GTTSLFLHL. The MHC is HLA-A68:02 with pseudo-sequence HLA-A68:02. The binding affinity (normalized) is 0.851. (2) The MHC is HLA-C06:02 with pseudo-sequence HLA-C06:02. The peptide sequence is KRMMIRYCL. The binding affinity (normalized) is 0.444.